From a dataset of Catalyst prediction with 721,799 reactions and 888 catalyst types from USPTO. Predict which catalyst facilitates the given reaction. (1) Reactant: [F:1][C:2]1[C:14]([F:15])=[C:13]([F:16])[CH:12]=[CH:11][C:3]=1[NH:4][C@H:5]([CH3:10])[C:6]([O:8]C)=[O:7].C(=O)([O-])[O-].[K+].[K+].[OH-].[Na+].Cl. Product: [F:1][C:2]1[C:14]([F:15])=[C:13]([F:16])[CH:12]=[CH:11][C:3]=1[NH:4][CH:5]([CH3:10])[C:6]([OH:8])=[O:7]. The catalyst class is: 44. (2) Reactant: [CH3:1][C:2]1[O:6][C:5]([C:7]2[CH:12]=[CH:11][CH:10]=[CH:9][CH:8]=2)=[N:4][C:3]=1[CH2:13][O:14][C:15]1[CH:32]=[CH:31][C:18]([CH2:19][O:20][C:21]2[CH:22]=[C:23]([C:27](OC)=[O:28])[CH:24]=[N:25][CH:26]=2)=[CH:17][CH:16]=1.[BH4-].[Na+].O1CCCC1.CO. Product: [CH3:1][C:2]1[O:6][C:5]([C:7]2[CH:8]=[CH:9][CH:10]=[CH:11][CH:12]=2)=[N:4][C:3]=1[CH2:13][O:14][C:15]1[CH:32]=[CH:31][C:18]([CH2:19][O:20][C:21]2[CH:22]=[C:23]([CH2:27][OH:28])[CH:24]=[N:25][CH:26]=2)=[CH:17][CH:16]=1. The catalyst class is: 6. (3) Reactant: [F:1][C:2]1[CH:10]=[C:9]2[C:5]([C:6]3([CH2:20][CH2:19]3)[C:7](=[O:18])[N:8]2C(OC(C)(C)C)=O)=[CH:4][CH:3]=1.Cl. Product: [F:1][C:2]1[CH:10]=[C:9]2[C:5]([C:6]3([CH2:20][CH2:19]3)[C:7](=[O:18])[NH:8]2)=[CH:4][CH:3]=1. The catalyst class is: 25. (4) Reactant: Cl.[NH:2]([C:4]1[CH:11]=[CH:10][C:7]([C:8]#[N:9])=[CH:6][CH:5]=1)[NH2:3].CN(C)/[CH:14]=[CH:15]/[C:16](=O)[CH:17](OC)[O:18]C.CC(=O)C.Cl. Product: [CH:17]([C:16]1[N:2]([C:4]2[CH:11]=[CH:10][C:7]([C:8]#[N:9])=[CH:6][CH:5]=2)[N:3]=[CH:14][CH:15]=1)=[O:18]. The catalyst class is: 8. (5) Reactant: C[O:2][C:3]1[N:4]=[N:5][C:6]([C:15]2[N:20]=[CH:19][CH:18]=[CH:17][N:16]=2)=[CH:7][C:8]=1[C:9]1[CH:14]=[CH:13][CH:12]=[CH:11][CH:10]=1.[OH-].[Na+]. Product: [C:9]1([C:8]2[C:3](=[O:2])[NH:4][N:5]=[C:6]([C:15]3[N:16]=[CH:17][CH:18]=[CH:19][N:20]=3)[CH:7]=2)[CH:14]=[CH:13][CH:12]=[CH:11][CH:10]=1. The catalyst class is: 33. (6) Reactant: Cl[CH2:2][C:3]([C:7]1[CH:12]=[CH:11][C:10]([F:13])=[C:9]([F:14])[CH:8]=1)([OH:6])[CH2:4]Cl.C(=O)(O)[O-].[Na+].[CH2:20]([NH2:24])[CH:21]([CH3:23])[CH3:22]. Product: [F:14][C:9]1[CH:8]=[C:7]([C:3]2([OH:6])[CH2:4][N:24]([CH2:20][CH:21]([CH3:23])[CH3:22])[CH2:2]2)[CH:12]=[CH:11][C:10]=1[F:13]. The catalyst class is: 10. (7) Reactant: C(OC([N:8]1[CH2:11][CH:10]([O:12][C:13]([N:15]2[CH2:20][CH2:19][CH:18]([O:21][C:22]3[CH:27]=[C:26]([N:28]4[C:36]5[C:31](=[CH:32][C:33]([S:37]([CH3:40])(=[O:39])=[O:38])=[CH:34][CH:35]=5)[CH2:30][CH2:29]4)[N:25]=[CH:24][N:23]=3)[CH2:17][CH2:16]2)=[O:14])[CH2:9]1)=O)(C)(C)C.C(O)(C(F)(F)F)=O. Product: [NH:8]1[CH2:11][CH:10]([O:12][C:13]([N:15]2[CH2:16][CH2:17][CH:18]([O:21][C:22]3[CH:27]=[C:26]([N:28]4[C:36]5[C:31](=[CH:32][C:33]([S:37]([CH3:40])(=[O:39])=[O:38])=[CH:34][CH:35]=5)[CH2:30][CH2:29]4)[N:25]=[CH:24][N:23]=3)[CH2:19][CH2:20]2)=[O:14])[CH2:9]1. The catalyst class is: 2. (8) Reactant: [C:1]([O:5][C:6]([N:8]1[CH2:13][CH2:12][CH:11]([NH:14][C:15]2[O:16][C:17]3[C:23]([OH:24])=[CH:22][CH:21]=[CH:20][C:18]=3[N:19]=2)[CH2:10][CH2:9]1)=[O:7])([CH3:4])([CH3:3])[CH3:2].C(=O)([O-])[O-].[K+].[K+].C1(C)C=CC(S(O[CH2:41][CH:42]2[CH2:46][O:45][C:44]([CH3:48])([CH3:47])[O:43]2)(=O)=O)=CC=1.[I-].[K+]. Product: [C:1]([O:5][C:6]([N:8]1[CH2:13][CH2:12][CH:11]([NH:14][C:15]2[O:16][C:17]3[C:23]([O:24][CH2:41][CH:42]4[CH2:46][O:45][C:44]([CH3:48])([CH3:47])[O:43]4)=[CH:22][CH:21]=[CH:20][C:18]=3[N:19]=2)[CH2:10][CH2:9]1)=[O:7])([CH3:4])([CH3:2])[CH3:3]. The catalyst class is: 23. (9) Reactant: FC(F)(F)C([O-])=O.[F:8][C:9]1[C:10]([C:25]([NH:27][CH3:28])=[O:26])=[CH:11][C:12]2[NH:16][C:15](=[O:17])[N:14]([CH:18]3[CH2:23][CH2:22][NH2+:21][CH2:20][CH2:19]3)[C:13]=2[CH:24]=1.Cl[CH2:30][C:31]([CH:33]1[CH2:38][CH2:37][C:36]([O:40][CH3:41])([CH3:39])[CH2:35][CH2:34]1)=[O:32]. Product: [F:8][C:9]1[C:10]([C:25]([NH:27][CH3:28])=[O:26])=[CH:11][C:12]2[NH:16][C:15](=[O:17])[N:14]([CH:18]3[CH2:19][CH2:20][N:21]([CH2:30][C:31]([CH:33]4[CH2:34][CH2:35][C:36]([O:40][CH3:41])([CH3:39])[CH2:37][CH2:38]4)=[O:32])[CH2:22][CH2:23]3)[C:13]=2[CH:24]=1. The catalyst class is: 18.